From a dataset of Full USPTO retrosynthesis dataset with 1.9M reactions from patents (1976-2016). Predict the reactants needed to synthesize the given product. (1) Given the product [Cl:1][C:2]1[CH:7]=[C:6]2[NH:8][C:9](=[O:32])[C:10]3([CH:15]([C:16]4[CH:21]=[CH:20][CH:19]=[C:18]([Cl:22])[CH:17]=4)[CH2:14][CH2:13][NH:12][CH:11]3[C:24]3[CH:29]=[CH:28][CH:27]=[C:26]([CH3:30])[C:25]=3[CH3:31])[C:5]2=[CH:4][CH:3]=1, predict the reactants needed to synthesize it. The reactants are: [Cl:1][C:2]1[CH:7]=[C:6]2[NH:8][C:9](=[O:32])[C:10]3([CH:15]([C:16]4[CH:21]=[CH:20][CH:19]=[C:18]([Cl:22])[CH:17]=4)[CH2:14][C:13](=O)[NH:12][CH:11]3[C:24]3[CH:29]=[CH:28][CH:27]=[C:26]([CH3:30])[C:25]=3[CH3:31])[C:5]2=[CH:4][CH:3]=1.[BH4-].[Na+]. (2) The reactants are: [CH3:1][N:2]1[CH:6](NC)[CH:5]([C:9]2[CH:10]=[C:11]3[C:17]([C:18]4[CH:23]=[CH:22][CH:21]=[CH:20][CH:19]=4)=[N:16][N:15](C4CCCCO4)[C:12]3=[CH:13][N:14]=2)[CH2:4][C:3]1=[O:30].FC(F)(F)C(O)=O. Given the product [CH3:1][N:2]1[CH2:6][C:5]([C:9]2[CH:10]=[C:11]3[C:17]([C:18]4[CH:23]=[CH:22][CH:21]=[CH:20][CH:19]=4)=[N:16][NH:15][C:12]3=[CH:13][N:14]=2)=[CH:4][C:3]1=[O:30], predict the reactants needed to synthesize it. (3) Given the product [N+:1]([C:4]1[CH:5]=[C:6]([CH:7]=[CH:8][CH:9]=1)[O:10][CH2:12][CH2:13][OH:14])([O-:3])=[O:2], predict the reactants needed to synthesize it. The reactants are: [N+:1]([C:4]1[CH:5]=[C:6]([OH:10])[CH:7]=[CH:8][CH:9]=1)([O-:3])=[O:2].Br[CH2:12][CH2:13][OH:14].C([O-])([O-])=O.[K+].[K+]. (4) Given the product [C:14]([O:13][C:11]([N:18]1[CH2:23][CH2:22][CH:21]([NH:1][CH2:2][CH:3]([OH:4])[C:5]2[CH:10]=[CH:9][CH:8]=[CH:7][N:6]=2)[CH2:20][CH2:19]1)=[O:12])([CH3:17])([CH3:15])[CH3:16], predict the reactants needed to synthesize it. The reactants are: [NH2:1][CH2:2][CH:3]([C:5]1[CH:10]=[CH:9][CH:8]=[CH:7][N:6]=1)[OH:4].[C:11]([N:18]1[CH2:23][CH2:22][CH2:21][CH2:20][C:19]1=O)([O:13][C:14]([CH3:17])([CH3:16])[CH3:15])=[O:12].C(O)(=O)C.[Na].